This data is from Peptide-MHC class I binding affinity with 185,985 pairs from IEDB/IMGT. The task is: Regression. Given a peptide amino acid sequence and an MHC pseudo amino acid sequence, predict their binding affinity value. This is MHC class I binding data. (1) The peptide sequence is SQEDNHFSL. The MHC is HLA-B58:01 with pseudo-sequence HLA-B58:01. The binding affinity (normalized) is 0.0847. (2) The peptide sequence is KMEKDGQL. The MHC is Mamu-B03 with pseudo-sequence Mamu-B03. The binding affinity (normalized) is 0.215. (3) The binding affinity (normalized) is 0. The MHC is HLA-B51:01 with pseudo-sequence HLA-B51:01. The peptide sequence is RPTPKKMNIV. (4) The peptide sequence is TSLAIKNYYR. The MHC is HLA-A31:01 with pseudo-sequence HLA-A31:01. The binding affinity (normalized) is 0.433. (5) The binding affinity (normalized) is 1.00. The MHC is HLA-A02:12 with pseudo-sequence HLA-A02:12. The peptide sequence is KMNNDVFFM. (6) The peptide sequence is NTAIFDMLY. The MHC is HLA-A80:01 with pseudo-sequence HLA-A80:01. The binding affinity (normalized) is 1.00.